Dataset: Full USPTO retrosynthesis dataset with 1.9M reactions from patents (1976-2016). Task: Predict the reactants needed to synthesize the given product. (1) The reactants are: [NH2:1][CH2:2][C@@H:3]([OH:5])[CH3:4].Cl[C:7]([O:9][CH2:10][C:11]1[CH:16]=[CH:15][CH:14]=[CH:13][CH:12]=1)=[O:8]. Given the product [CH2:10]([O:9][C:7]([NH:1][CH2:2][C@@H:3]([OH:5])[CH3:4])=[O:8])[C:11]1[CH:16]=[CH:15][CH:14]=[CH:13][CH:12]=1, predict the reactants needed to synthesize it. (2) Given the product [N+:11]([C:6]1[CH:7]=[C:8]2[CH2:9][N:18]([CH:16]3[CH2:17][O:14][CH2:15]3)[CH2:2][CH2:3][N:4]2[N:5]=1)([O-:13])=[O:12], predict the reactants needed to synthesize it. The reactants are: Br[CH2:2][CH2:3][N:4]1[C:8]([CH2:9]Br)=[CH:7][C:6]([N+:11]([O-:13])=[O:12])=[N:5]1.[O:14]1[CH2:17][CH:16]([NH2:18])[CH2:15]1.C(N(C(C)C)CC)(C)C. (3) The reactants are: C([O:3][C:4](=[O:34])[CH2:5][N:6]([S:28]([N:31]([CH3:33])[CH3:32])(=[O:30])=[O:29])[CH2:7][C:8]1[CH:13]=[CH:12][C:11]([O:14][CH2:15][CH2:16][C:17]2[N:18]=[C:19]([C:23]3[S:24][CH:25]=[CH:26][CH:27]=3)[O:20][C:21]=2[CH3:22])=[CH:10][CH:9]=1)C.O.[OH-].[Li+]. Given the product [CH3:32][N:31]([S:28]([N:6]([CH2:5][C:4]([OH:34])=[O:3])[CH2:7][C:8]1[CH:13]=[CH:12][C:11]([O:14][CH2:15][CH2:16][C:17]2[N:18]=[C:19]([C:23]3[S:24][CH:25]=[CH:26][CH:27]=3)[O:20][C:21]=2[CH3:22])=[CH:10][CH:9]=1)(=[O:30])=[O:29])[CH3:33], predict the reactants needed to synthesize it. (4) Given the product [C:5]([O:4][C:1]1[CH:35]=[CH:34][C:33]([NH:32][C:30](=[O:31])[C:29]2[CH:28]=[CH:27][C:26]([C@H:23]3[O:22][CH2:21][C@H:20]([S:19][C@H:17]([CH3:18])[C@:16]([C:10]4[CH:11]=[CH:12][C:13]([F:15])=[CH:14][C:9]=4[F:8])([OH:48])[CH2:42][N:43]4[CH:47]=[N:46][CH:45]=[N:44]4)[CH2:25][O:24]3)=[CH:41][CH:40]=2)=[CH:38][CH:2]=1)(=[O:7])[CH3:6], predict the reactants needed to synthesize it. The reactants are: [C:1]([O:4][C:5](=[O:7])[CH3:6])(=O)[CH3:2].[F:8][C:9]1[CH:14]=[C:13]([F:15])[CH:12]=[CH:11][C:10]=1[C@@:16]([OH:48])([CH2:42][N:43]1[CH:47]=[N:46][CH:45]=[N:44]1)[C@H:17]([S:19][C@@H:20]1[CH2:25][O:24][C@@H:23]([C:26]2[CH:41]=[CH:40][C:29]([C:30]([NH:32][C:33]3[CH:38]=CC(O)=[CH:35][CH:34]=3)=[O:31])=[CH:28][CH:27]=2)[O:22][CH2:21]1)[CH3:18].C(=O)([O-])O.[Na+]. (5) Given the product [CH:10]1([O:25][C:26]2[CH:27]=[C:28]([CH:33]=[C:34]([O:36][C:37]3[CH:42]=[CH:41][C:40]([S:43]([CH3:46])(=[O:45])=[O:44])=[CH:39][CH:38]=3)[CH:35]=2)[C:29]([O:31][CH3:32])=[O:30])[CH2:11][CH2:12][CH2:13][CH2:18]1, predict the reactants needed to synthesize it. The reactants are: C(OC1[CH:10]=[CH:11][C:12](OC(C)COC)=[C:13]([CH:18]=1)C(OC)=O)[C:12]1[CH:13]=[CH:18]C=[CH:10][CH:11]=1.[OH:25][C:26]1[CH:27]=[C:28]([CH:33]=[C:34]([O:36][C:37]2[CH:42]=[CH:41][C:40]([S:43]([CH3:46])(=[O:45])=[O:44])=[CH:39][CH:38]=2)[CH:35]=1)[C:29]([O:31][CH3:32])=[O:30].C1(O)CCCC1. (6) Given the product [C:21]1([C:2]2[CH:7]=[CH:6][N:5]=[C:4]([N:8]3[CH2:13][CH2:12][N:11]([C:14]([O:16][C:17]([CH3:20])([CH3:19])[CH3:18])=[O:15])[CH2:10][CH2:9]3)[N:3]=2)[CH:26]=[CH:25][CH:24]=[CH:23][CH:22]=1, predict the reactants needed to synthesize it. The reactants are: Cl[C:2]1[CH:7]=[CH:6][N:5]=[C:4]([N:8]2[CH2:13][CH2:12][N:11]([C:14]([O:16][C:17]([CH3:20])([CH3:19])[CH3:18])=[O:15])[CH2:10][CH2:9]2)[N:3]=1.[C:21]1(OB(O)O)[CH:26]=[CH:25][CH:24]=[CH:23][CH:22]=1.P([O-])([O-])([O-])=O.[K+].[K+].[K+].